From a dataset of Choline transporter screen with 302,306 compounds. Binary Classification. Given a drug SMILES string, predict its activity (active/inactive) in a high-throughput screening assay against a specified biological target. (1) The molecule is Clc1c2c(sc1C(=O)Nc1ncccc1)cccc2F. The result is 0 (inactive). (2) The compound is s1c(ccc1/C=N\NC(=O)c1ccncc1)C. The result is 0 (inactive). (3) The molecule is S(=O)(=O)(N1CCCCC1)c1cc(NC(=O)CNc2cc(ccc2)C(=O)C)c(cc1)C. The result is 0 (inactive). (4) The compound is Clc1ccc(S(=O)(=O)C2(CC2)C(=O)N2CCN(CC2)c2c(ccc(Cl)c2)C)cc1. The result is 0 (inactive). (5) The molecule is s1c2ncn(c(=O)c2c(c2ccc(OC)cc2)c1)CC(OCCC)=O. The result is 0 (inactive). (6) The molecule is Clc1c(S(=O)(=O)NC(CCSC)C(O)=O)c(Cl)ccc1. The result is 0 (inactive).